From a dataset of Full USPTO retrosynthesis dataset with 1.9M reactions from patents (1976-2016). Predict the reactants needed to synthesize the given product. (1) Given the product [OH:25][CH2:24][C@H:23]([NH:22][C:2]1[CH:3]=[C:4]2[C:9](=[CH:10][C:11]=1[N+:12]([O-:14])=[O:13])[NH:8][C:7](=[O:15])[N:6]([NH:16][S:17]([CH3:20])(=[O:19])=[O:18])[C:5]2=[O:21])[C:26]1[CH:31]=[CH:30][CH:29]=[CH:28][CH:27]=1, predict the reactants needed to synthesize it. The reactants are: F[C:2]1[CH:3]=[C:4]2[C:9](=[CH:10][C:11]=1[N+:12]([O-:14])=[O:13])[NH:8][C:7](=[O:15])[N:6]([NH:16][S:17]([CH3:20])(=[O:19])=[O:18])[C:5]2=[O:21].[NH2:22][C@H:23]([C:26]1[CH:31]=[CH:30][CH:29]=[CH:28][CH:27]=1)[CH2:24][OH:25]. (2) Given the product [N:20]1[CH:21]=[CH:22][CH:23]=[CH:24][C:19]=1[C:18]1[CH:10]=[C:9]([OH:8])[C:11]2[CH:16]=[CH:15][CH:14]=[N:13][C:12]=2[CH:17]=1, predict the reactants needed to synthesize it. The reactants are: [Si]([O:8][C:9]([C:11]1[C:12]([C:17]#[C:18][C:19]2[CH:24]=[CH:23][CH:22]=[CH:21][N:20]=2)=[N:13][CH:14]=[CH:15][CH:16]=1)=[CH2:10])(C(C)(C)C)(C)C. (3) Given the product [CH3:1][C@@H:2]([CH2:6][CH2:7][CH:8]=[C:9]([CH3:10])[CH3:11])[C:3](=[CH2:15])[CH:4]=[O:5], predict the reactants needed to synthesize it. The reactants are: [CH3:1][C@@H:2]([CH2:6][CH2:7][CH:8]=[C:9]([CH3:11])[CH3:10])[CH2:3][CH:4]=[O:5].C=O.N1CCC[CH2:15]1.C(O)(=O)CC.